Predict the reactants needed to synthesize the given product. From a dataset of Full USPTO retrosynthesis dataset with 1.9M reactions from patents (1976-2016). (1) Given the product [Cl:34][C:33]1[C:28]([N:7]2[CH2:6][CH2:5][NH:4][CH2:3][C@H:2]2[CH3:1])=[N:29][CH:30]=[CH:31][N:32]=1, predict the reactants needed to synthesize it. The reactants are: [CH3:1][C@H:2]1[NH:7][CH2:6][CH2:5][N:4](C(C2C=CC=CC=2)(C2C=CC=CC=2)C2C=CC=CC=2)[CH2:3]1.Cl[C:28]1[C:33]([Cl:34])=[N:32][CH:31]=[CH:30][N:29]=1.C([O-])([O-])=O.[K+].[K+].C(Cl)(Cl)Cl.CCO. (2) Given the product [ClH:46].[OH:1][CH:2]1[CH2:16][C:5]2([CH2:8][NH2+:7][CH2:6]2)[O:4][CH2:3]1, predict the reactants needed to synthesize it. The reactants are: [OH:1][CH:2]1[CH2:16][C:5]2([CH2:8][N:7](C(OC(C)(C)C)=O)[CH2:6]2)[O:4][CH2:3]1.OC1CC2(CCN(C(OC(C)(C)C)=O)C2)OC1.C(OC(N1CC(=O)C1)=O)(C)(C)C.[ClH:46]. (3) Given the product [CH2:1]([NH:8][C:9]([C:11]1[S:15][C:14]([C:16]2[CH:21]=[N:20][C:19](/[CH:38]=[CH:37]/[CH2:36][C:30]3[CH:35]=[CH:34][CH:33]=[CH:32][CH:31]=3)=[CH:18][N:17]=2)=[N:13][C:12]=1[CH3:23])=[O:10])[C:2]1[CH:7]=[CH:6][CH:5]=[CH:4][CH:3]=1, predict the reactants needed to synthesize it. The reactants are: [CH2:1]([NH:8][C:9]([C:11]1[S:15][C:14]([C:16]2[CH:21]=[N:20][C:19](Br)=[CH:18][N:17]=2)=[N:13][C:12]=1[CH3:23])=[O:10])[C:2]1[CH:7]=[CH:6][CH:5]=[CH:4][CH:3]=1.C([O-])([O-])=O.[Na+].[Na+].[C:30]1([CH2:36]/[CH:37]=[CH:38]/B(O)O)[CH:35]=[CH:34][CH:33]=[CH:32][CH:31]=1.O. (4) Given the product [CH3:14][N:11]1[C:10]2[CH:5]=[C:6]([C:20]([O:28][CH3:25])=[O:23])[CH:7]=[C:8]([CH:15]=[N:18][OH:19])[C:9]=2[N:13]=[N:12]1, predict the reactants needed to synthesize it. The reactants are: COC([C:5]1[C:10]2[N:11]([CH3:14])[N:12]=[N:13][C:9]=2[C:8]([CH:15]=O)=[CH:7][CH:6]=1)=O.Cl.[NH2:18][OH:19].[C:20]([O-:23])(=O)C.[Na+].[CH:25]([OH:28])(C)C. (5) The reactants are: [NH2:1][C:2]([C:6]1[CH:11]=[C:10]([Br:12])[CH:9]=[CH:8][C:7]=1[F:13])([CH3:5])[CH2:3][OH:4].C(N(CC)CC)C.Br[CH:22]([CH2:26][C:27]1[CH:32]=[CH:31][CH:30]=[CH:29][CH:28]=1)[C:23](Cl)=[O:24]. Given the product [Br:12][C:10]1[CH:9]=[CH:8][C:7]([F:13])=[C:6]([C:2]([NH:1][C:23](=[O:24])[CH:22]=[CH:26][C:27]2[CH:32]=[CH:31][CH:30]=[CH:29][CH:28]=2)([CH3:5])[CH2:3][OH:4])[CH:11]=1, predict the reactants needed to synthesize it. (6) Given the product [CH2:25]([O:24][C:22]1[N:21]=[CH:20][N:19]=[CH:18][CH:23]=1)[C:26]#[C:27][CH3:28], predict the reactants needed to synthesize it. The reactants are: CC(C)([O-])C.[K+].FC1C=CC=CC=1CC#N.Cl[C:18]1[CH:23]=[C:22]([O:24][CH2:25][C:26]#[C:27][CH3:28])[N:21]=[CH:20][N:19]=1.[Cl-].[NH4+].